Dataset: Forward reaction prediction with 1.9M reactions from USPTO patents (1976-2016). Task: Predict the product of the given reaction. (1) The product is: [Cl:1][C:2]1[CH:3]=[C:4]([O:9][CH2:17][C:18]([O:20][CH2:21][CH3:22])=[O:19])[C:5]([I:8])=[N:6][CH:7]=1. Given the reactants [Cl:1][C:2]1[CH:3]=[C:4]([OH:9])[C:5]([I:8])=[N:6][CH:7]=1.C(=O)([O-])[O-].[Cs+].[Cs+].Br[CH2:17][C:18]([O:20][CH2:21][CH3:22])=[O:19], predict the reaction product. (2) Given the reactants [CH2:1]([O:3][C:4]([C:6]1[CH:7]=[C:8]([CH2:31][C:32]([OH:34])=[O:33])[CH:9]=[CH:10][C:11]=1[NH:12][C:13]([C:15]1[C:16]([C:21]2[CH:26]=[CH:25][C:24]([C:27]([F:30])([F:29])[F:28])=[CH:23][CH:22]=2)=[CH:17][CH:18]=[CH:19][CH:20]=1)=[O:14])=[O:5])[CH3:2].[CH2:35]([O:37][C:38](=[O:53])[C:39]([CH2:51]O)([C:45]1[CH:50]=[CH:49][CH:48]=[CH:47][CH:46]=1)[C:40]([O:42][CH2:43][CH3:44])=[O:41])[CH3:36], predict the reaction product. The product is: [CH2:43]([O:42][C:40](=[O:41])[C:39]([CH2:51][O:33][C:32](=[O:34])[CH2:31][C:8]1[CH:9]=[CH:10][C:11]([NH:12][C:13]([C:15]2[C:16]([C:21]3[CH:26]=[CH:25][C:24]([C:27]([F:29])([F:28])[F:30])=[CH:23][CH:22]=3)=[CH:17][CH:18]=[CH:19][CH:20]=2)=[O:14])=[C:6]([C:4]([O:3][CH2:1][CH3:2])=[O:5])[CH:7]=1)([C:45]1[CH:50]=[CH:49][CH:48]=[CH:47][CH:46]=1)[C:38]([O:37][CH2:35][CH3:36])=[O:53])[CH3:44]. (3) Given the reactants Br[C:2]1[CH:3]=[C:4]2[C:9](=[C:10]([O:12]COCC[Si](C)(C)C)[CH:11]=1)[N:8]=[CH:7][N:6](COCC[Si](C)(C)C)[C:5]2=[O:29].[O:30]1[C:34]2[CH:35]=[C:36](B(O)O)[CH:37]=[CH:38][C:33]=2[CH2:32][CH2:31]1.C1C2C(=CC=CC=2)CCC=1B(O)O.C(=O)([O-])[O-].[K+].[K+], predict the reaction product. The product is: [O:30]1[C:34]2[CH:35]=[C:36]([C:2]3[CH:3]=[C:4]4[C:9](=[C:10]([OH:12])[CH:11]=3)[N:8]=[CH:7][NH:6][C:5]4=[O:29])[CH:37]=[CH:38][C:33]=2[CH2:32][CH2:31]1. (4) Given the reactants [CH2:1]([O:3][C:4]([C:6]1[CH:7]=[N:8][C:9]2[C:14]([C:15]=1OS(C(F)(F)F)(=O)=O)=[CH:13][CH:12]=[C:11]([C:24]([F:27])([F:26])[F:25])[CH:10]=2)=[O:5])[CH3:2].P([O-])([O-])([O-])=O.[K+].[K+].[K+].[O:36]1[CH2:41][CH2:40]OCC1, predict the reaction product. The product is: [CH2:1]([O:3][C:4]([C:6]1[CH:7]=[N:8][C:9]2[C:14]([C:15]=1[C:10]1[CH:9]=[CH:14][CH:13]=[C:40]([CH:41]=[O:36])[CH:11]=1)=[CH:13][CH:12]=[C:11]([C:24]([F:27])([F:26])[F:25])[CH:10]=2)=[O:5])[CH3:2]. (5) Given the reactants [C:1]([O:5][C:6]([NH:8][CH:9]([CH2:13][S:14][CH2:15]/[CH:16]=[C:17](\[CH3:29])/[CH2:18][CH2:19]/[CH:20]=[C:21](\[CH3:28])/[CH2:22][CH2:23][CH:24]=[C:25]([CH3:27])[CH3:26])[C:10](O)=[O:11])=[O:7])([CH3:4])([CH3:3])[CH3:2].[NH2:30][OH:31], predict the reaction product. The product is: [OH:31][NH:30][C:10](=[O:11])[CH:9]([NH:8][C:6](=[O:7])[O:5][C:1]([CH3:4])([CH3:3])[CH3:2])[CH2:13][S:14][CH2:15]/[CH:16]=[C:17](\[CH3:29])/[CH2:18][CH2:19]/[CH:20]=[C:21](\[CH3:28])/[CH2:22][CH2:23][CH:24]=[C:25]([CH3:27])[CH3:26]. (6) Given the reactants [CH3:1][O:2][C:3]1[CH:4]=[C:5]2[O:9][C:8]([C:10]3[N:11]=[C:12]4[N:16]([CH:17]=3)[N:15]=[C:14]([O:18][CH3:19])[S:13]4)=[CH:7][C:6]2=[C:20]([OH:22])[CH:21]=1.Br[CH2:24][C:25]1[N:26]=[C:27]([C:30]2([F:36])[CH2:35][CH2:34][O:33][CH2:32][CH2:31]2)[S:28][CH:29]=1.C(=O)([O-])[O-].[K+].[K+], predict the reaction product. The product is: [F:36][C:30]1([C:27]2[S:28][CH:29]=[C:25]([CH2:24][O:22][C:20]3[C:6]4[CH:7]=[C:8]([C:10]5[N:11]=[C:12]6[N:16]([CH:17]=5)[N:15]=[C:14]([O:18][CH3:19])[S:13]6)[O:9][C:5]=4[CH:4]=[C:3]([O:2][CH3:1])[CH:21]=3)[N:26]=2)[CH2:35][CH2:34][O:33][CH2:32][CH2:31]1.